This data is from Full USPTO retrosynthesis dataset with 1.9M reactions from patents (1976-2016). The task is: Predict the reactants needed to synthesize the given product. (1) Given the product [Cl:1][C:2]1[CH:23]=[CH:22][C:5]([O:6][C:7]2[CH:12]=[CH:11][CH:10]=[CH:9][C:8]=2[NH:13][C:14]([CH:16]2[CH2:17][CH2:18][N:19]([C:30](=[O:37])[C:31]3[CH:36]=[CH:35][CH:34]=[CH:33][CH:32]=3)[CH2:20][CH2:21]2)=[O:15])=[CH:4][CH:3]=1, predict the reactants needed to synthesize it. The reactants are: [Cl:1][C:2]1[CH:23]=[CH:22][C:5]([O:6][C:7]2[CH:12]=[CH:11][CH:10]=[CH:9][C:8]=2[NH:13][C:14]([CH:16]2[CH2:21][CH2:20][NH:19][CH2:18][CH2:17]2)=[O:15])=[CH:4][CH:3]=1.N1C=CC=CC=1.[C:30](Cl)(=[O:37])[C:31]1[CH:36]=[CH:35][CH:34]=[CH:33][CH:32]=1. (2) Given the product [O:24]=[C:23]1[NH:22][N:21]=[C:20]([CH2:25][CH2:26][CH3:27])/[C:19]/1=[C:11]1/[NH:12][C:13]2[C:18]([C:9]([S:8][C:5]3[CH:4]=[CH:3][C:2]([NH:1][C:32]([CH:28]4[CH2:31][CH2:30][CH2:29]4)=[O:33])=[CH:7][CH:6]=3)=[CH:10]/1)=[CH:17][CH:16]=[CH:15][CH:14]=2, predict the reactants needed to synthesize it. The reactants are: [NH2:1][C:2]1[CH:7]=[CH:6][C:5]([S:8][C:9]2[C:18]3[C:13](=[CH:14][CH:15]=[CH:16][CH:17]=3)[NH:12]/[C:11](=[C:19]3/[C:20]([CH2:25][CH2:26][CH3:27])=[N:21][NH:22][C:23]/3=[O:24])/[CH:10]=2)=[CH:4][CH:3]=1.[CH:28]1([C:32](Cl)=[O:33])[CH2:31][CH2:30][CH2:29]1. (3) Given the product [CH:34]12[N:29]([CH2:28][C:27]3[CH:45]=[CH:46][C:24]([C:22]4[CH:21]=[N:20][C:7]5[N:8]([CH2:12][O:13][CH2:14][CH2:15][Si:16]([CH3:17])([CH3:18])[CH3:19])[C:9]6[CH:10]=[N:11][C:3]([C:1]#[N:2])=[CH:4][C:5]=6[C:6]=5[CH:23]=4)=[CH:25][CH:26]=3)[CH:30]([CH2:36][CH2:35]1)[CH2:31][CH2:32][CH2:33]2, predict the reactants needed to synthesize it. The reactants are: [C:1]([C:3]1[N:11]=[CH:10][C:9]2[N:8]([CH2:12][O:13][CH2:14][CH2:15][Si:16]([CH3:19])([CH3:18])[CH3:17])[C:7]3[N:20]=[CH:21][C:22]([C:24]4[CH:46]=[CH:45][C:27]([CH2:28][N:29]5[CH:34]6[CH2:35][CH2:36][CH:30]5[CH2:31][CH:32](OC(N5C=CN=C5)=S)[CH2:33]6)=[CH:26][CH:25]=4)=[CH:23][C:6]=3[C:5]=2[CH:4]=1)#[N:2].CC(N=NC(C#N)(C)C)(C#N)C.C([SnH](CCCC)CCCC)CCC. (4) Given the product [NH:1]1[C:9]2[C:4](=[CH:5][CH:6]=[CH:7][CH:8]=2)[CH:3]=[C:2]1[C:10]1[CH:11]=[CH:12][C:13]([O:17][CH3:18])=[C:14]([NH:16][C:20](=[S:21])[NH:19][C:22]2[CH:27]=[CH:26][C:25]([S:28]([NH2:31])(=[O:29])=[O:30])=[CH:24][CH:23]=2)[CH:15]=1, predict the reactants needed to synthesize it. The reactants are: [NH:1]1[C:9]2[C:4](=[CH:5][CH:6]=[CH:7][CH:8]=2)[CH:3]=[C:2]1[C:10]1[CH:11]=[CH:12][C:13]([O:17][CH3:18])=[C:14]([NH2:16])[CH:15]=1.[N:19]([C:22]1[CH:27]=[CH:26][C:25]([S:28]([NH2:31])(=[O:30])=[O:29])=[CH:24][CH:23]=1)=[C:20]=[S:21]. (5) Given the product [F:14][C:15]([F:27])=[CH:16][CH2:17][CH2:1][S:2][C:3]1[C:4]([C:8]2[CH:9]=[N:10][CH:11]=[CH:12][CH:13]=2)=[N:5][NH:6][CH:7]=1, predict the reactants needed to synthesize it. The reactants are: [CH3:1][S:2][C:3]1[C:4]([C:8]2[CH:9]=[N:10][CH:11]=[CH:12][CH:13]=2)=[N:5][NH:6][CH:7]=1.[F:14][C:15]([F:27])=[CH:16][CH2:17]CSSC[CH2:17][CH:16]=[C:15]([F:27])[F:14].BrC1C(C2C=NC=CC=2)=NNC=1.